From a dataset of Catalyst prediction with 721,799 reactions and 888 catalyst types from USPTO. Predict which catalyst facilitates the given reaction. (1) Reactant: [OH:1][C@H:2]1[CH:7]([CH2:8][C:9]2[CH:10]=[C:11]([CH:15]=[CH:16][CH:17]=2)[C:12]([NH2:14])=[O:13])[CH2:6][C@H:5]2[C@H:18]3[C@H:27]([CH2:28][CH2:29][C@:3]12[CH3:4])[C:26]1[C:21](=[CH:22][C:23]([CH2:30][CH2:31]O)=[CH:24][CH:25]=1)[CH2:20][CH2:19]3.C1(P(C2C=CC=CC=2)C2C=CC=CC=2)C=CC=CC=1.C(Br)(Br)(Br)[Br:53].O. Product: [Br:53][CH2:31][CH2:30][C:23]1[CH:22]=[C:21]2[C:26](=[CH:25][CH:24]=1)[C@@H:27]1[C@H:18]([C@H:5]3[C@@:3]([CH2:29][CH2:28]1)([CH3:4])[C@@H:2]([OH:1])[C@@H:7]([CH2:8][C:9]1[CH:10]=[C:11]([CH:15]=[CH:16][CH:17]=1)[C:12]([NH2:14])=[O:13])[CH2:6]3)[CH2:19][CH2:20]2. The catalyst class is: 2. (2) Reactant: [CH3:1][C:2]1[CH:7]=[CH:6][N:5]=[C:4]([C:8]#[C:9][CH2:10][NH:11][C:12](=[O:18])[O:13][C:14]([CH3:17])([CH3:16])[CH3:15])[CH:3]=1.[H][H]. Product: [CH3:1][C:2]1[CH:7]=[CH:6][N:5]=[C:4]([CH2:8][CH2:9][CH2:10][NH:11][C:12](=[O:18])[O:13][C:14]([CH3:16])([CH3:15])[CH3:17])[CH:3]=1. The catalyst class is: 29.